Dataset: Forward reaction prediction with 1.9M reactions from USPTO patents (1976-2016). Task: Predict the product of the given reaction. (1) Given the reactants Br[C:2]1[CH:3]=[C:4]([NH:11][C:12](=[O:29])[CH2:13][CH2:14][C:15]([C:17]2[CH:22]=[CH:21][C:20]([O:23][CH2:24][CH3:25])=[C:19]([O:26][CH2:27][CH3:28])[CH:18]=2)=[O:16])[S:5][C:6]=1[CH2:7][CH2:8][CH2:9][CH3:10].[C:30]1(C)[CH:35]=[CH:34][CH:33]=[CH:32][CH:31]=1.C1(B(O)O)C=CC=CC=1.C(=O)([O-])[O-].[K+].[K+], predict the reaction product. The product is: [CH2:7]([C:6]1[S:5][C:4]([NH:11][C:12](=[O:29])[CH2:13][CH2:14][C:15]([C:17]2[CH:22]=[CH:21][C:20]([O:23][CH2:24][CH3:25])=[C:19]([O:26][CH2:27][CH3:28])[CH:18]=2)=[O:16])=[CH:3][C:2]=1[C:30]1[CH:35]=[CH:34][CH:33]=[CH:32][CH:31]=1)[CH2:8][CH2:9][CH3:10]. (2) Given the reactants C[Mg]Br.[CH:4]1([NH:8][C:9]2[C:14]([C:15]#[N:16])=[CH:13][N:12]=[C:11]([S:17][CH3:18])[N:10]=2)[CH2:7][CH2:6][CH2:5]1.[CH3:19][C:20](OC(C)=O)=[O:21], predict the reaction product. The product is: [C:15]([C:14]1[C:9]([N:8]([CH:4]2[CH2:5][CH2:6][CH2:7]2)[C:20](=[O:21])[CH3:19])=[N:10][C:11]([S:17][CH3:18])=[N:12][CH:13]=1)#[N:16]. (3) Given the reactants [Cl:1][C:2]1[CH:22]=[C:21]([Cl:23])[CH:20]=[CH:19][C:3]=1[CH2:4][NH:5][C:6]([C:8]1[C:9]([O:16][CH2:17][CH3:18])=[N:10][N:11]([CH2:13][CH2:14][OH:15])[CH:12]=1)=[O:7].O[C:25]1[CH:34]=[CH:33][C:32]2[C:27](=[CH:28][CH:29]=[CH:30][CH:31]=2)[C:26]=1[CH2:35][C:36]([O:38]C)=[O:37].C(P(CCCC)CCCC)CCC.N(C(N1CCCCC1)=O)=NC(N1CCCCC1)=O, predict the reaction product. The product is: [Cl:1][C:2]1[CH:22]=[C:21]([Cl:23])[CH:20]=[CH:19][C:3]=1[CH2:4][NH:5][C:6]([C:8]1[C:9]([O:16][CH2:17][CH3:18])=[N:10][N:11]([CH2:13][CH2:14][O:15][C:25]2[CH:34]=[CH:33][C:32]3[C:27](=[CH:28][CH:29]=[CH:30][CH:31]=3)[C:26]=2[CH2:35][C:36]([OH:38])=[O:37])[CH:12]=1)=[O:7]. (4) Given the reactants [F:1][C:2]([F:7])([F:6])[C:3]([OH:5])=[O:4].C(O)(=O)C.C(O)(=O)C.[I:16][C:17]1[CH:18]=[N:19][CH:20]=[CH:21][CH:22]=1.[C:23]1([O:29][CH3:30])[CH:28]=[CH:27][CH:26]=[CH:25][CH:24]=1, predict the reaction product. The product is: [F:1][C:2]([F:7])([F:6])[C:3]([O-:5])=[O:4].[CH3:30][O:29][C:23]1[CH:28]=[CH:27][C:26]([I+:16][C:17]2[CH:18]=[N:19][CH:20]=[CH:21][CH:22]=2)=[CH:25][CH:24]=1. (5) Given the reactants F[C:2]1[CH:7]=[CH:6][CH:5]=[CH:4][C:3]=1[NH:8][C:9](=[S:35])[NH:10][C:11]1[CH:16]=[CH:15][C:14]([C:17]2[CH:25]=[C:24]3[C:20]([CH2:21][N:22]([C@@H:27]([CH:32]([CH3:34])[CH3:33])[C:28]([O:30][CH3:31])=[O:29])[C:23]3=[O:26])=[CH:19][CH:18]=2)=[CH:13][CH:12]=1.NC1C=CC(C2C=C3C(CN([C@@H](C(C)C)C(OC)=O)C3=O)=CC=2)=CC=1.[Cl:61]C1C=C(N=C=S)C=CC=1, predict the reaction product. The product is: [Cl:61][C:6]1[CH:5]=[CH:4][C:3]([NH:8][C:9](=[S:35])[NH:10][C:11]2[CH:16]=[CH:15][C:14]([C:17]3[CH:25]=[C:24]4[C:20]([CH2:21][N:22]([C@@H:27]([CH:32]([CH3:34])[CH3:33])[C:28]([O:30][CH3:31])=[O:29])[C:23]4=[O:26])=[CH:19][CH:18]=3)=[CH:13][CH:12]=2)=[CH:2][CH:7]=1. (6) Given the reactants [CH2:1]([N:8]1[C:16]2[C:11](=[CH:12][C:13]([NH:17][C:18]3[CH:26]=[CH:25][C:24]([Cl:27])=[CH:23][C:19]=3[C:20]([OH:22])=O)=[CH:14][CH:15]=2)[CH:10]=[CH:9]1)[C:2]1[CH:7]=[CH:6][CH:5]=[CH:4][CH:3]=1.C(N1C=CN=C1)(N1C=CN=C1)=O.N12CCCN=C1CCCCC2.[CH3:51][S:52]([NH2:55])(=[O:54])=[O:53], predict the reaction product. The product is: [CH2:1]([N:8]1[C:16]2[C:11](=[CH:12][C:13]([NH:17][C:18]3[CH:26]=[CH:25][C:24]([Cl:27])=[CH:23][C:19]=3[C:20]([NH:55][S:52]([CH3:51])(=[O:54])=[O:53])=[O:22])=[CH:14][CH:15]=2)[CH:10]=[CH:9]1)[C:2]1[CH:7]=[CH:6][CH:5]=[CH:4][CH:3]=1.